The task is: Binary Classification. Given a drug SMILES string, predict its activity (active/inactive) in a high-throughput screening assay against a specified biological target.. This data is from Choline transporter screen with 302,306 compounds. (1) The molecule is Brc1ccc(c2n(CC(C)C)c(=S)[nH]c2)cc1. The result is 0 (inactive). (2) The drug is O=C(Nc1n(ncc1)C1CCN(CC1)Cc1nc(ccc1)C)CCCc1ccccc1. The result is 0 (inactive). (3) The drug is O=C(N1CC(CCC1)C)C1CCC(CC1)CNC1=C(N2CCC(CC2)C)C(=O)C1=O. The result is 0 (inactive). (4) The molecule is S(=O)(=O)(N1CCN=C1SCc1ccc(F)cc1)CC. The result is 0 (inactive). (5) The drug is [O-][N+](=O)c1c(ccc(Nc2nc(cc(n2)C)C)c1)C. The result is 0 (inactive). (6) The drug is S(Cc1c(OC)ccc(c1)C(OC)=O)c1oc(nn1)COc1cc(ccc1)C. The result is 0 (inactive). (7) The result is 0 (inactive). The drug is S(=O)(=O)(n1nc(cc1C)C)c1cc(C(C)(C)C)ccc1OCC.